Dataset: Forward reaction prediction with 1.9M reactions from USPTO patents (1976-2016). Task: Predict the product of the given reaction. (1) Given the reactants S(Cl)(Cl)=O.[NH2:5][C:6]1[C:14]([CH3:15])=[CH:13][CH:12]=[CH:11][C:7]=1[C:8]([OH:10])=O.[Br:16][C:17]1[C:18]([CH3:24])=[C:19]([CH:21]=[CH:22][CH:23]=1)[NH2:20].C([O-])([O-])=O.[K+].[K+], predict the reaction product. The product is: [NH2:5][C:6]1[C:14]([CH3:15])=[CH:13][CH:12]=[CH:11][C:7]=1[C:8]([NH:20][C:19]1[CH:21]=[CH:22][CH:23]=[C:17]([Br:16])[C:18]=1[CH3:24])=[O:10]. (2) Given the reactants [NH2:1][C:2]([CH3:19])([CH2:5][O:6][C:7]1[C:8]([F:18])=[CH:9][C:10]2[CH2:14][O:13][B:12]([OH:15])[C:11]=2[C:16]=1[Cl:17])[C:3]#[N:4].[F:20][C:21]([F:33])([F:32])[O:22][C:23]1[CH:31]=[CH:30][C:26]([C:27](O)=[O:28])=[CH:25][CH:24]=1.CN(C(ON1N=NC2C=CC=NC1=2)=[N+](C)C)C.F[P-](F)(F)(F)(F)F.CCN(C(C)C)C(C)C, predict the reaction product. The product is: [Cl:17][C:16]1[C:11]2[B:12]([OH:15])[O:13][CH2:14][C:10]=2[CH:9]=[C:8]([F:18])[C:7]=1[O:6][CH2:5][C:2]([NH:1][C:27](=[O:28])[C:26]1[CH:30]=[CH:31][C:23]([O:22][C:21]([F:20])([F:32])[F:33])=[CH:24][CH:25]=1)([C:3]#[N:4])[CH3:19].